This data is from Forward reaction prediction with 1.9M reactions from USPTO patents (1976-2016). The task is: Predict the product of the given reaction. (1) Given the reactants [OH:1][C:2]1[N:6]([CH3:7])[N:5]=[CH:4][CH:3]=1.Cl[C:9]1[CH:14]=[CH:13][C:12]([S:15]([CH3:18])(=[O:17])=[O:16])=[C:11]([O:19][CH2:20][CH2:21][O:22][CH3:23])[C:10]=1[CH3:24].[C]=O.Cl.[C:28](OCC)(=[O:30])C, predict the reaction product. The product is: [CH3:23][O:22][CH2:21][CH2:20][O:19][C:11]1[C:10]([CH3:24])=[C:9]([C:28]([C:3]2[CH:4]=[N:5][N:6]([CH3:7])[C:2]=2[OH:1])=[O:30])[CH:14]=[CH:13][C:12]=1[S:15]([CH3:18])(=[O:17])=[O:16]. (2) Given the reactants [Cl:1][C:2]1[CH:3]=[C:4]([CH:7]=[C:8]([O:11][CH2:12][CH3:13])[C:9]=1[OH:10])[CH:5]=[O:6].Br[CH:15]1[CH2:19][CH2:18][CH2:17][CH2:16]1, predict the reaction product. The product is: [Cl:1][C:2]1[CH:3]=[C:4]([CH:7]=[C:8]([O:11][CH2:12][CH3:13])[C:9]=1[O:10][CH:15]1[CH2:19][CH2:18][CH2:17][CH2:16]1)[CH:5]=[O:6].